Dataset: Forward reaction prediction with 1.9M reactions from USPTO patents (1976-2016). Task: Predict the product of the given reaction. (1) Given the reactants C(P(CCCC)CCCC)CCC.[CH3:14][O:15][C:16](=[O:30])[CH2:17][C:18]1[C:22]2[C:23]([Cl:28])=[CH:24][C:25]([OH:27])=[CH:26][C:21]=2[S:20][C:19]=1[CH3:29].[CH3:31][C:32]1[C:37]([CH2:38]O)=[CH:36][CH:35]=[C:34]([C:40]([F:43])([F:42])[F:41])[N:33]=1.C1CCN(C(N=NC(N2CCCCC2)=O)=O)CC1, predict the reaction product. The product is: [CH3:14][O:15][C:16](=[O:30])[CH2:17][C:18]1[C:22]2[C:23]([Cl:28])=[CH:24][C:25]([O:27][CH2:38][C:37]3[C:32]([CH3:31])=[N:33][C:34]([C:40]([F:43])([F:41])[F:42])=[CH:35][CH:36]=3)=[CH:26][C:21]=2[S:20][C:19]=1[CH3:29]. (2) The product is: [C:2]([C:7]1[CH:8]=[C:9]([P:13]([C:20]2[CH:25]=[CH:24][CH:23]=[CH:22][CH:21]=2)[C:14]2[CH:19]=[CH:18][CH:17]=[CH:16][CH:15]=2)[CH:10]=[CH:11][CH:12]=1)(=[O:3])[CH3:1]. Given the reactants [CH3:1][C:2]1([C:7]2[CH:8]=[C:9]([P:13]([C:20]3[CH:25]=[CH:24][CH:23]=[CH:22][CH:21]=3)[C:14]3[CH:19]=[CH:18][CH:17]=[CH:16][CH:15]=3)[CH:10]=[CH:11][CH:12]=2)OCC[O:3]1.C1(C)C=CC(S(O)(=O)=O)=CC=1.C([O-])(O)=O.[Na+], predict the reaction product. (3) Given the reactants [OH:1][C:2]1[C:11]2[C:6](=[CH:7][CH:8]=[CH:9][CH:10]=2)[CH:5]=[CH:4][C:3]=1[OH:12].[OH:13]C1C(O)=CC2C(=CC=CC=2)C=1.OC1C=C(O)C2C(=CC=CC=2)C=1.OC1C=CC2C(=CC=CC=2O)C=1.OC1C=CC2C(=CC=C(O)C=2)C=1.OC1C=CC2C(=CC(O)=CC=2)C=1.OC1C=CC2C(=C(O)C=CC=2)C=1.C1C=CC2C(=CC=CC=2O)C=1, predict the reaction product. The product is: [OH:13][C:4]1[C:3]([OH:12])=[C:2]([OH:1])[C:11]2[C:6]([CH:5]=1)=[CH:7][CH:8]=[CH:9][CH:10]=2. (4) Given the reactants C([O:3][C:4](=O)[CH2:5][C:6]1[N:11]=[C:10]2[S:12][CH:13]=[C:14]([C:15]3[CH:20]=[CH:19][CH:18]=[CH:17][CH:16]=3)[C:9]2=[C:8]([NH:21][CH2:22][C:23]2[CH:28]=[CH:27][CH:26]=[CH:25][N:24]=2)[CH:7]=1)C.[H-].C([Al+]CC(C)C)C(C)C.O.[C@H](O)(C([O-])=O)[C@@H](O)C([O-])=O.[Na+].[K+], predict the reaction product. The product is: [C:15]1([C:14]2[C:9]3[C:10](=[N:11][C:6]([CH2:5][CH2:4][OH:3])=[CH:7][C:8]=3[NH:21][CH2:22][C:23]3[CH:28]=[CH:27][CH:26]=[CH:25][N:24]=3)[S:12][CH:13]=2)[CH:16]=[CH:17][CH:18]=[CH:19][CH:20]=1. (5) Given the reactants [NH2:1][C:2]1[CH:7]=[CH:6][C:5]([N:8]2[C:12]([CH2:13][CH2:14][CH3:15])=[C:11]([C:16]([NH:18][CH:19]3[CH2:21][CH2:20]3)=[O:17])[N:10]=[N:9]2)=[CH:4][CH:3]=1.C(N(CC)CC)C.[F:29][C:30]([F:41])([F:40])[C:31](O[C:31](=[O:32])[C:30]([F:41])([F:40])[F:29])=[O:32], predict the reaction product. The product is: [CH:19]1([NH:18][C:16]([C:11]2[N:10]=[N:9][N:8]([C:5]3[CH:6]=[CH:7][C:2]([NH:1][C:31](=[O:32])[C:30]([F:41])([F:40])[F:29])=[CH:3][CH:4]=3)[C:12]=2[CH2:13][CH2:14][CH3:15])=[O:17])[CH2:20][CH2:21]1. (6) Given the reactants [CH3:1][CH:2]([O:4][C:5]1[C:13]2[CH2:12][N:11]([C:14]3[CH:19]=[CH:18][C:17]([CH2:20][C:21]([O:23]CC)=[O:22])=[CH:16][C:15]=3[Cl:26])[C:10](=[O:27])[C:9]=2[C:8]([O:28][CH:29]([CH3:31])[CH3:30])=[C:7]2[CH:32]=[CH:33][CH:34]=[CH:35][C:6]=12)[CH3:3].[OH-].[Na+], predict the reaction product. The product is: [CH3:3][CH:2]([O:4][C:5]1[C:13]2[CH2:12][N:11]([C:14]3[CH:19]=[CH:18][C:17]([CH2:20][C:21]([OH:23])=[O:22])=[CH:16][C:15]=3[Cl:26])[C:10](=[O:27])[C:9]=2[C:8]([O:28][CH:29]([CH3:30])[CH3:31])=[C:7]2[CH:32]=[CH:33][CH:34]=[CH:35][C:6]=12)[CH3:1]. (7) Given the reactants [CH:1]1([C:4]2[C:5]([C:28]3[CH:33]=[CH:32][CH:31]=[CH:30][CH:29]=3)=[C:6]([O:16][C:17]3[CH:22]=[CH:21][C:20](/[CH:23]=[CH:24]/[C:25]([OH:27])=[O:26])=[CH:19][CH:18]=3)[C:7]3[C:12]([CH:13]=2)=[CH:11][C:10]([O:14]C)=[CH:9][CH:8]=3)[CH2:3][CH2:2]1.B(Br)(Br)Br, predict the reaction product. The product is: [CH:1]1([C:4]2[C:5]([C:28]3[CH:29]=[CH:30][CH:31]=[CH:32][CH:33]=3)=[C:6]([O:16][C:17]3[CH:22]=[CH:21][C:20](/[CH:23]=[CH:24]/[C:25]([OH:27])=[O:26])=[CH:19][CH:18]=3)[C:7]3[C:12]([CH:13]=2)=[CH:11][C:10]([OH:14])=[CH:9][CH:8]=3)[CH2:3][CH2:2]1.